Dataset: Full USPTO retrosynthesis dataset with 1.9M reactions from patents (1976-2016). Task: Predict the reactants needed to synthesize the given product. (1) Given the product [F:2][CH2:3][CH2:4][N:5]([CH2:18][CH2:17][S:14]([CH3:13])(=[O:16])=[O:15])[C:19](=[O:20])[O:21][C:22]([CH3:25])([CH3:24])[CH3:23], predict the reactants needed to synthesize it. The reactants are: Cl.[F:2][CH2:3][CH2:4][NH2:5].C(N(CC)CC)C.[CH3:13][S:14]([CH:17]=[CH2:18])(=[O:16])=[O:15].[C:19](O[C:19]([O:21][C:22]([CH3:25])([CH3:24])[CH3:23])=[O:20])([O:21][C:22]([CH3:25])([CH3:24])[CH3:23])=[O:20]. (2) Given the product [Br:1][C:2]1[C:3]2[O:11][CH2:15][CH2:14][CH2:13][O:5][C:4]=2[C:6]([O:9][CH3:10])=[CH:7][CH:8]=1, predict the reactants needed to synthesize it. The reactants are: [Br:1][C:2]1[CH:8]=[CH:7][C:6]([O:9][CH3:10])=[C:4]([OH:5])[C:3]=1[OH:11].Br[CH2:13][CH2:14][CH2:15]Br.[F-].[K+].O. (3) Given the product [CH2:1]([O:8][C@@H:9]1[C@@H:21]([O:22][CH2:23][C:24]2[CH:29]=[CH:28][CH:27]=[CH:26][CH:25]=2)[C@H:20]([O:30][CH2:31][C:32]2[CH:37]=[CH:36][CH:35]=[CH:34][CH:33]=2)[C@@H:19]([CH2:38][OH:39])[O:18][C@H:10]1[S:11][C:12]1[CH:13]=[CH:14][CH:15]=[CH:16][CH:17]=1)[C:2]1[CH:7]=[CH:6][CH:5]=[CH:4][CH:3]=1, predict the reactants needed to synthesize it. The reactants are: [CH2:1]([O:8][C@@H:9]1[C@@H:21]([O:22][CH2:23][C:24]2[CH:29]=[CH:28][CH:27]=[CH:26][CH:25]=2)[C@H:20]([O:30][CH2:31][C:32]2[CH:37]=[CH:36][CH:35]=[CH:34][CH:33]=2)[C@@H:19]([CH2:38][O:39]C(=O)C(C)(C)C)[O:18][C@H:10]1[S:11][C:12]1[CH:17]=[CH:16][CH:15]=[CH:14][CH:13]=1)[C:2]1[CH:7]=[CH:6][CH:5]=[CH:4][CH:3]=1.O(C)[Na].OC. (4) Given the product [CH:16]1([C@H:15]2[N:10]([C:9]3[CH:8]=[C:7]([C:27]#[C:28][C:29]([CH3:32])([CH3:30])[CH3:31])[S:6][C:5]=3[C:3]([OH:2])=[O:4])[C:11](=[O:26])[C@:12]([CH2:23][CH2:24][CH2:25][OH:42])([CH3:22])[O:13][CH2:14]2)[CH2:17][CH2:18][CH2:19][CH2:20][CH2:21]1, predict the reactants needed to synthesize it. The reactants are: C[O:2][C:3]([C:5]1[S:6][C:7]([C:27]#[C:28][C:29]([CH3:32])([CH3:31])[CH3:30])=[CH:8][C:9]=1[N:10]1[C@H:15]([CH:16]2[CH2:21][CH2:20][CH2:19][CH2:18][CH2:17]2)[CH2:14][O:13][C@@:12]([CH2:23][CH:24]=[CH2:25])([CH3:22])[C:11]1=[O:26])=[O:4].B1C2CCCC1CCC2.[OH-:42].[Na+].OO. (5) Given the product [OH:31][CH2:30][C:29]([CH3:33])([CH3:32])[CH2:28][CH2:27][CH2:26][CH2:25][NH:24][C:2]([NH:1][CH2:4][CH2:5][CH2:6][CH2:7][C:8]([CH3:23])([C:17]1[CH:18]=[CH:19][CH:20]=[CH:21][CH:22]=1)[CH2:9][OH:10])=[O:3], predict the reactants needed to synthesize it. The reactants are: [N:1]([CH2:4][CH2:5][CH2:6][CH2:7][C:8]([CH3:23])([C:17]1[CH:22]=[CH:21][CH:20]=[CH:19][CH:18]=1)[CH2:9][O:10]C1CCCCO1)=[C:2]=[O:3].[NH2:24][CH2:25][CH2:26][CH2:27][CH2:28][C:29]([CH3:33])([CH3:32])[CH2:30][OH:31]. (6) Given the product [CH3:18][O:17][C:12]1[CH:13]=[C:14]2[C:9](=[CH:10][CH:11]=1)[N:8]=[C:7]([NH2:6])[CH:16]=[N:15]2, predict the reactants needed to synthesize it. The reactants are: COC1C=C(OC)C=CC=1C[NH:6][C:7]1[CH:16]=[N:15][C:14]2[C:9](=[CH:10][CH:11]=[C:12]([O:17][CH3:18])[CH:13]=2)[N:8]=1.C(O)(C(F)(F)F)=O. (7) Given the product [N:1]([C:4]1[S:5][C:6]([C:19]([NH2:23])=[O:21])=[C:7]([C:9]2[CH:14]=[CH:13][CH:12]=[C:11]([C:15]([F:18])([F:17])[F:16])[CH:10]=2)[N:8]=1)=[N+:2]=[N-:3], predict the reactants needed to synthesize it. The reactants are: [N:1]([C:4]1[S:5][C:6]([C:19]([OH:21])=O)=[C:7]([C:9]2[CH:14]=[CH:13][CH:12]=[C:11]([C:15]([F:18])([F:17])[F:16])[CH:10]=2)[N:8]=1)=[N+:2]=[N-:3].C[N:23](C(N(C)C)=[N+]1C2C(=NC=CC=2)N=N1)C.F[P-](F)(F)(F)(F)F.C(N(C(C)C)C(C)C)C.[Cl-].[NH4+]. (8) Given the product [N:18]1[CH:23]=[CH:22][CH:21]=[C:20]([C:2]2[CH:7]=[CH:6][N:5]3[C:8]([C:11]4[CH:16]=[CH:15][C:14]([NH2:17])=[CH:13][CH:12]=4)=[CH:9][N:10]=[C:4]3[CH:3]=2)[CH:19]=1, predict the reactants needed to synthesize it. The reactants are: Cl[C:2]1[CH:7]=[CH:6][N:5]2[C:8]([C:11]3[CH:16]=[CH:15][C:14]([NH2:17])=[CH:13][CH:12]=3)=[CH:9][N:10]=[C:4]2[CH:3]=1.[N:18]1[CH:23]=[CH:22][CH:21]=[C:20](B(O)O)[CH:19]=1.P([O-])([O-])([O-])=O.[K+].[K+].[K+].C1(P(C2CCCCC2)C2C=CC=CC=2C2C(OC)=CC=CC=2OC)CCCCC1. (9) Given the product [CH2:20]([O:27][C:28]1[CH:33]=[C:32]([CH:31]=[CH:30][C:29]=1[N+:35]([O-:37])=[O:36])[O:19][C:3]1[C:4]([F:18])=[C:5]([C@H:8]([NH:11][S@@:12]([C:14]([CH3:15])([CH3:17])[CH3:16])=[O:13])[CH2:9][CH3:10])[CH:6]=[CH:7][C:2]=1[Cl:1])[C:21]1[CH:22]=[CH:23][CH:24]=[CH:25][CH:26]=1, predict the reactants needed to synthesize it. The reactants are: [Cl:1][C:2]1[CH:7]=[CH:6][C:5]([C@H:8]([NH:11][S@@:12]([C:14]([CH3:17])([CH3:16])[CH3:15])=[O:13])[CH2:9][CH3:10])=[C:4]([F:18])[C:3]=1[OH:19].[CH2:20]([O:27][C:28]1[CH:33]=[C:32](F)[CH:31]=[CH:30][C:29]=1[N+:35]([O-:37])=[O:36])[C:21]1[CH:26]=[CH:25][CH:24]=[CH:23][CH:22]=1.C([O-])([O-])=O.[Cs+].[Cs+].CS(C)=O.